Dataset: Full USPTO retrosynthesis dataset with 1.9M reactions from patents (1976-2016). Task: Predict the reactants needed to synthesize the given product. (1) Given the product [Cl:1][C:2]1[CH:15]=[CH:14][C:5]([CH2:6][N:7]2[CH2:12][CH2:11][CH:10]([NH:13][C:28]([C:23]3[C:22]4[CH:21]=[CH:20][NH:19][C:27]=4[CH:26]=[CH:25][CH:24]=3)=[O:29])[CH2:9][CH2:8]2)=[CH:4][C:3]=1[O:16][CH2:17][CH3:18], predict the reactants needed to synthesize it. The reactants are: [Cl:1][C:2]1[CH:15]=[CH:14][C:5]([CH2:6][N:7]2[CH2:12][CH2:11][CH:10]([NH2:13])[CH2:9][CH2:8]2)=[CH:4][C:3]=1[O:16][CH2:17][CH3:18].[NH:19]1[C:27]2[CH:26]=[CH:25][CH:24]=[C:23]([C:28](O)=[O:29])[C:22]=2[CH:21]=[CH:20]1. (2) Given the product [Cl:1][C:2]1[CH:3]=[CH:4][C:5]([CH:23]=[O:24])=[C:6]2[C:10]=1[N:9]=[C:8]1[N:11]([C:14]3[C:19]([CH3:20])=[CH:18][C:17]([Cl:21])=[CH:16][C:15]=3[Cl:22])[CH2:12][CH2:13][N:7]21, predict the reactants needed to synthesize it. The reactants are: [Cl:1][C:2]1[C:10]2[N:9]=[C:8]3[N:11]([C:14]4[C:19]([CH3:20])=[CH:18][C:17]([Cl:21])=[CH:16][C:15]=4[Cl:22])[CH2:12][CH2:13][N:7]3[C:6]=2[C:5]([CH2:23][OH:24])=[CH:4][CH:3]=1.C(N(CC)CC)C.C(=O)([O-])O.[Na+]. (3) Given the product [Cl:1][C:2]1[CH:7]=[CH:6][CH:5]=[CH:4][C:3]=1[C:8]1[C:18]([I:19])=[C:11]2[N:12]=[C:13]([CH3:17])[NH:14][C:15](=[O:16])[N:10]2[N:9]=1, predict the reactants needed to synthesize it. The reactants are: [Cl:1][C:2]1[CH:7]=[CH:6][CH:5]=[CH:4][C:3]=1[C:8]1[CH:18]=[C:11]2[N:12]=[C:13]([CH3:17])[NH:14][C:15](=[O:16])[N:10]2[N:9]=1.[I:19]N1C(=O)CCC1=O. (4) Given the product [F:13][C:14]1([F:18])[CH2:17][N:16]([C:2]2[N:7]=[C:6]([CH3:8])[C:5]([N+:9]([O-:11])=[O:10])=[CH:4][CH:3]=2)[CH2:15]1, predict the reactants needed to synthesize it. The reactants are: Cl[C:2]1[N:7]=[C:6]([CH3:8])[C:5]([N+:9]([O-:11])=[O:10])=[CH:4][CH:3]=1.Cl.[F:13][C:14]1([F:18])[CH2:17][NH:16][CH2:15]1.C([O-])([O-])=O.[K+].[K+].FC1(F)CNC1. (5) The reactants are: C1(P(C2C=CC=CC=2)C2C=CC=CC=2)C=CC=CC=1.O.[N:21]([CH2:24][CH2:25][CH2:26]/[C:27](/[C:43]1O[C:45]([CH2:48][C:49]2[CH:54]=[CH:53][C:52]([F:55])=[CH:51][CH:50]=2)=[N:46][N:47]=1)=[CH:28]\[C:29]1[CH:34]=[CH:33][C:32]([N:35]2[CH:39]=[C:38]([CH3:40])[N:37]=[CH:36]2)=[C:31]([O:41][CH3:42])[CH:30]=1)=[N+]=[N-]. Given the product [F:55][C:52]1[CH:53]=[CH:54][C:49]([CH2:48][C:45]2[N:21]3[CH2:24][CH2:25][CH2:26]/[C:27](=[CH:28]\[C:29]4[CH:34]=[CH:33][C:32]([N:35]5[CH:39]=[C:38]([CH3:40])[N:37]=[CH:36]5)=[C:31]([O:41][CH3:42])[CH:30]=4)/[C:43]3=[N:47][N:46]=2)=[CH:50][CH:51]=1, predict the reactants needed to synthesize it. (6) Given the product [Cl:8][C:5]1[CH:6]=[CH:7][C:2]([CH:12]=[O:13])=[N:3][CH:4]=1, predict the reactants needed to synthesize it. The reactants are: Br[C:2]1[CH:7]=[CH:6][C:5]([Cl:8])=[CH:4][N:3]=1.CN([CH:12]=[O:13])C.